Predict the reactants needed to synthesize the given product. From a dataset of Retrosynthesis with 50K atom-mapped reactions and 10 reaction types from USPTO. (1) Given the product CCOC(=O)Cn1cc(C(=O)NCc2ccc(Cl)cc2Cl)c(OCC)n1, predict the reactants needed to synthesize it. The reactants are: CCOC(=O)CBr.CCOc1n[nH]cc1C(=O)NCc1ccc(Cl)cc1Cl. (2) Given the product CC1(C)CCC(C)(C)c2cc(C3=NN(c4ccc(C(=O)O)cc4)CC3)ccc21, predict the reactants needed to synthesize it. The reactants are: CC1(C)CCC(C)(C)c2cc(C(=O)CCCl)ccc21.NNc1ccc(C(=O)O)cc1. (3) Given the product CNC(=S)Nc1c(Cl)cccc1Cl, predict the reactants needed to synthesize it. The reactants are: CN=C=S.Nc1c(Cl)cccc1Cl. (4) Given the product COc1ccc([N+](=O)[O-])cc1CSC, predict the reactants needed to synthesize it. The reactants are: COc1ccc([N+](=O)[O-])cc1CBr.C[S-]. (5) Given the product Cc1ccc(S(=O)(=O)n2ccc3c(Nc4ccc5cnn(C)c5c4)nc(Nc4ccc(C(N)=O)cc4)nc32)cc1, predict the reactants needed to synthesize it. The reactants are: Cc1ccc(S(=O)(=O)n2ccc3c(Nc4ccc5cnn(C)c5c4)nc(Cl)nc32)cc1.NC(=O)c1ccc(N)cc1. (6) Given the product Cn1ccc2cc(C(=O)O)ccc21, predict the reactants needed to synthesize it. The reactants are: COC(=O)c1ccc2c(ccn2C)c1. (7) Given the product CN(Cc1cn(S(=O)(=O)c2cncc(F)c2)c(-c2cccnc2F)c1F)C(=O)OC(C)(C)C, predict the reactants needed to synthesize it. The reactants are: CN(Cc1c[nH]c(-c2cccnc2F)c1F)C(=O)OC(C)(C)C.O=S(=O)(Cl)c1cncc(F)c1. (8) Given the product O=C1c2ccccc2C(=O)N1C[C@@H]1C[C@H](SC(c2ccccc2)(c2ccccc2)c2ccccc2)CN1C(=O)OCc1ccc([N+](=O)[O-])cc1, predict the reactants needed to synthesize it. The reactants are: CS(=O)(=O)OC[C@@H]1C[C@H](SC(c2ccccc2)(c2ccccc2)c2ccccc2)CN1C(=O)OCc1ccc([N+](=O)[O-])cc1.O=C1NC(=O)c2ccccc21. (9) Given the product O=C(Nc1ccc(Cl)c(-c2ccccn2)c1)c1ccc(N2CCNCC2=O)cc1, predict the reactants needed to synthesize it. The reactants are: CC(C)(C)OC(=O)N1CCN(c2ccc(C(=O)Nc3ccc(Cl)c(-c4ccccn4)c3)cc2)C(=O)C1. (10) Given the product O=C(O)c1cnc(OC2CC2)cn1, predict the reactants needed to synthesize it. The reactants are: COC(=O)c1cnc(OC2CC2)cn1.